Dataset: Reaction yield outcomes from USPTO patents with 853,638 reactions. Task: Predict the reaction yield, written as a fraction of the theoretical maximum amount of product (1.0 means a 100% yield; for example, 0.34 means a 34% yield). (1) The reactants are [NH2:1][CH:2]([C:5]1[CH:10]=[CH:9][C:8]([F:11])=[C:7]([F:12])[CH:6]=1)[CH2:3][OH:4].[C:13](O[C:13]([O:15][C:16]([CH3:19])([CH3:18])[CH3:17])=[O:14])([O:15][C:16]([CH3:19])([CH3:18])[CH3:17])=[O:14]. The catalyst is C(Cl)(Cl)Cl. The product is [C:16]([O:15][C:13](=[O:14])[NH:1][CH:2]([C:5]1[CH:10]=[CH:9][C:8]([F:11])=[C:7]([F:12])[CH:6]=1)[CH2:3][OH:4])([CH3:19])([CH3:18])[CH3:17]. The yield is 0.740. (2) The reactants are [CH3:1][O:2][C:3]1[CH:4]=[C:5]([NH:15][C:16](=[O:30])[C@H:17]([NH:22]C(=O)OC(C)(C)C)[CH2:18][CH:19]([CH3:21])[CH3:20])[CH:6]=[CH:7][C:8]=1[C:9]1[CH:14]=[CH:13][N:12]=[CH:11][CH:10]=1.C(O)(C(F)(F)F)=O. The catalyst is C(Cl)Cl. The product is [NH2:22][C@H:17]([CH2:18][CH:19]([CH3:21])[CH3:20])[C:16]([NH:15][C:5]1[CH:6]=[CH:7][C:8]([C:9]2[CH:10]=[CH:11][N:12]=[CH:13][CH:14]=2)=[C:3]([O:2][CH3:1])[CH:4]=1)=[O:30]. The yield is 0.630. (3) The reactants are CC(C)([S@@]([NH:6][C@@H:7]([C:9]1[N:10]([S:21]([C:24]2[CH:30]=[CH:29][C:27]([CH3:28])=[CH:26][CH:25]=2)(=[O:23])=[O:22])[CH:11]=[CH:12][C:13]=1[C:14](OC(C)(C)C)=[O:15])[CH3:8])=O)C.Cl.C(O)(C(F)(F)F)=O.CCN(C(C)C)C(C)C. The catalyst is O1CCOCC1.CN(C=O)C.C(Cl)Cl. The product is [CH3:8][C@@H:7]1[C:9]2[N:10]([S:21]([C:24]3[CH:30]=[CH:29][C:27]([CH3:28])=[CH:26][CH:25]=3)(=[O:23])=[O:22])[CH:11]=[CH:12][C:13]=2[C:14](=[O:15])[NH:6]1. The yield is 0.570. (4) The reactants are [S:1]1[C:5]([CH:6]=O)=[CH:4][C:3]2[CH:8]=[CH:9][CH:10]=[CH:11][C:2]1=2.[C:12](Br)(Br)([Br:14])[Br:13].C1(P(C2C=CC=CC=2)C2C=CC=CC=2)C=CC=CC=1. The catalyst is C(Cl)Cl. The product is [Br:13][C:12]([Br:14])=[CH:6][C:5]1[S:1][C:2]2[CH:11]=[CH:10][CH:9]=[CH:8][C:3]=2[CH:4]=1. The yield is 0.670. (5) The reactants are [CH:1]([NH:4][CH2:5][CH2:6][OH:7])([CH3:3])[CH3:2].[Br:8][C:9]1[CH:10]=[C:11]([CH:15]=[CH:16][CH:17]=1)[C:12](Cl)=[O:13]. The catalyst is C(Cl)Cl. The product is [Br:8][C:9]1[CH:10]=[C:11]([CH:15]=[CH:16][CH:17]=1)[C:12]([N:4]([CH2:5][CH2:6][OH:7])[CH:1]([CH3:3])[CH3:2])=[O:13]. The yield is 0.820. (6) The reactants are [F:1][C:2]1[CH:7]=[CH:6][C:5]([CH:8]([OH:27])[CH:9]([CH2:15][C:16]2[CH:21]=[CH:20][C:19]([C:22]([F:25])([F:24])[F:23])=[C:18]([F:26])[CH:17]=2)[C:10]([O:12]CC)=[O:11])=[CH:4][CH:3]=1.[OH-].[Na+].Cl. The catalyst is CO. The product is [F:1][C:2]1[CH:3]=[CH:4][C:5]([CH:8]([OH:27])[CH:9]([CH2:15][C:16]2[CH:21]=[CH:20][C:19]([C:22]([F:24])([F:25])[F:23])=[C:18]([F:26])[CH:17]=2)[C:10]([OH:12])=[O:11])=[CH:6][CH:7]=1. The yield is 0.900. (7) The reactants are N(C(OCC)=O)=NC(OCC)=O.O[CH2:14][CH2:15][C:16]1([CH2:29][OH:30])[CH2:21][CH2:20][N:19]([C:22]([O:24][C:25]([CH3:28])([CH3:27])[CH3:26])=[O:23])[CH2:18][CH2:17]1.C1(P(C2C=CC=CC=2)C2C=CC=CC=2)C=CC=CC=1. The catalyst is O1CCCC1. The product is [CH2:29]1[C:16]2([CH2:17][CH2:18][N:19]([C:22]([O:24][C:25]([CH3:26])([CH3:27])[CH3:28])=[O:23])[CH2:20][CH2:21]2)[CH2:15][CH2:14][O:30]1. The yield is 0.650. (8) The reactants are IC.[CH3:3][O:4][C:5]1[C:10]([N+:11]([O-:13])=[O:12])=[CH:9][CH:8]=[C:7]([C:14]2[CH:18]=[N:17][NH:16][N:15]=2)[N:6]=1.[C:19](=O)([O-])[O-].[K+].[K+]. The catalyst is C1COCC1. The product is [CH3:3][O:4][C:5]1[C:10]([N+:11]([O-:13])=[O:12])=[CH:9][CH:8]=[C:7]([C:14]2[CH:18]=[N:17][N:16]([CH3:19])[N:15]=2)[N:6]=1. The yield is 0.190. (9) The reactants are [OH:1][NH2:2].C([O:5][C:6](=O)[CH2:7][CH2:8][CH2:9][CH2:10][CH2:11][CH2:12][N:13]([C:20]1[CH:25]=[C:24]([C:26]2[CH:31]=[CH:30][C:29](F)=[CH:28][CH:27]=2)[CH:23]=[CH:22][N:21]=1)[C:14]1[CH:19]=[CH:18][CH:17]=[CH:16][N:15]=1)C.C[N:35](C=O)C. The catalyst is CO. The product is [OH:1][NH:2][C:6](=[O:5])[CH2:7][CH2:8][CH2:9][CH2:10][CH2:11][CH2:12][N:13]([C:20]1[CH:25]=[C:24]([C:26]2[CH:27]=[CH:28][C:29]([NH2:35])=[CH:30][CH:31]=2)[CH:23]=[CH:22][N:21]=1)[C:14]1[CH:19]=[CH:18][CH:17]=[CH:16][N:15]=1. The yield is 0.240.